From a dataset of Full USPTO retrosynthesis dataset with 1.9M reactions from patents (1976-2016). Predict the reactants needed to synthesize the given product. (1) Given the product [F:1][C:2]1[C:7]([F:8])=[CH:6][CH:5]=[CH:4][C:3]=1[C@:9]12[CH2:17][O:16][C@H:15]([C:18]([F:20])([F:19])[F:21])[C@H:14]1[CH2:13][S:12][C:11]([NH2:22])=[N:10]2, predict the reactants needed to synthesize it. The reactants are: [F:1][C:2]1[C:7]([F:8])=[CH:6][CH:5]=[CH:4][C:3]=1[C@:9]12[CH2:17][O:16][C@H:15]([C:18]([F:21])([F:20])[F:19])[C@H:14]1[CH2:13][S:12][C:11]([NH:22]C(=O)C1C=CC=CC=1)=[N:10]2.N12CCCN=C1CCCCC2. (2) Given the product [Cl:1][C:2]1[CH:7]=[CH:6][C:5]([NH:8][C:9]([NH:11][C@H:12]2[CH2:13][CH2:14][C@H:15]([O:18][C:26]3[CH:33]=[CH:32][C:29]([C:30]#[N:31])=[CH:28][CH:27]=3)[CH2:16][CH2:17]2)=[O:10])=[CH:4][C:3]=1[C:19]([F:20])([F:21])[F:22], predict the reactants needed to synthesize it. The reactants are: [Cl:1][C:2]1[CH:7]=[CH:6][C:5]([NH:8][C:9]([NH:11][C@H:12]2[CH2:17][CH2:16][C@H:15]([OH:18])[CH2:14][CH2:13]2)=[O:10])=[CH:4][C:3]=1[C:19]([F:22])([F:21])[F:20].[H-].[Na+].F[C:26]1[CH:33]=[CH:32][C:29]([C:30]#[N:31])=[CH:28][CH:27]=1. (3) Given the product [Br:1][C:2]1[C:10]2[N:9]=[CH:8][N:7]([CH2:15][C:16]3[CH:21]=[CH:20][CH:19]=[C:18]([C:22]([F:23])([F:24])[F:25])[C:17]=3[CH3:26])[C:6]=2[CH:5]=[C:4]([N+:11]([O-:13])=[O:12])[CH:3]=1, predict the reactants needed to synthesize it. The reactants are: [Br:1][C:2]1[C:10]2[N:9]=[CH:8][NH:7][C:6]=2[CH:5]=[C:4]([N+:11]([O-:13])=[O:12])[CH:3]=1.Br[CH2:15][C:16]1[CH:21]=[CH:20][CH:19]=[C:18]([C:22]([F:25])([F:24])[F:23])[C:17]=1[CH3:26].C(=O)([O-])[O-].[K+].[K+].O. (4) Given the product [CH3:1][S:2]([C:5]1[CH:6]=[C:7]2[C:12](=[CH:13][CH:14]=1)[N:11]=[C:10]([C:15]1[CH:20]=[CH:19][CH:18]=[C:17]([C:21]([F:22])([F:24])[F:23])[CH:16]=1)[C:9]([CH2:25][N:26]1[CH2:31][CH2:30][C:29](=[O:32])[CH2:28][CH2:27]1)=[C:8]2[C:33]([OH:35])=[O:34])(=[O:3])=[O:4], predict the reactants needed to synthesize it. The reactants are: [CH3:1][S:2]([C:5]1[CH:6]=[C:7]2[C:12](=[CH:13][CH:14]=1)[N:11]=[C:10]([C:15]1[CH:20]=[CH:19][CH:18]=[C:17]([C:21]([F:24])([F:23])[F:22])[CH:16]=1)[C:9]([CH2:25][N:26]1[CH2:31][CH2:30][C:29](=[O:32])[CH2:28][CH2:27]1)=[C:8]2[C:33]([O:35]C)=[O:34])(=[O:4])=[O:3].[OH-].[Na+].CO. (5) Given the product [C:22]([NH:25][C:26]1[CH:31]=[C:30]([C:17]2[CH:16]=[CH:15][C:14]([O:13][CH2:12][C:8]3[CH:7]=[C:6]([CH2:5][C:4]([OH:3])=[O:21])[CH:11]=[CH:10][CH:9]=3)=[CH:19][CH:18]=2)[CH:29]=[CH:28][CH:27]=1)(=[O:24])[CH3:23], predict the reactants needed to synthesize it. The reactants are: C([O:3][C:4](=[O:21])[CH2:5][C:6]1[CH:11]=[CH:10][CH:9]=[C:8]([CH2:12][O:13][C:14]2[CH:19]=[CH:18][C:17](I)=[CH:16][CH:15]=2)[CH:7]=1)C.[C:22]([NH:25][C:26]1[CH:27]=[C:28](B(O)O)[CH:29]=[CH:30][CH:31]=1)(=[O:24])[CH3:23]. (6) Given the product [CH2:1]([NH:8][C:9](=[O:18])[NH:10][CH2:11][C:12]([CH3:17])([CH3:16])[C:13]([NH:19][C@@H:20]([CH2:43][C:44]1[CH:49]=[CH:48][C:47]([O:50][C:51]([CH3:53])([CH3:52])[CH3:54])=[CH:46][CH:45]=1)[C:21]([N:23]([CH2:35][CH:36]([O:37][CH2:38][CH3:39])[O:40][CH2:41][CH3:42])[CH2:24][C:25]1[CH:26]=[CH:27][CH:28]=[C:29]2[C:34]=1[N:33]=[CH:32][CH:31]=[CH:30]2)=[O:22])=[O:15])[C:2]1[CH:3]=[CH:4][CH:5]=[CH:6][CH:7]=1, predict the reactants needed to synthesize it. The reactants are: [CH2:1]([NH:8][C:9](=[O:18])[NH:10][CH2:11][C:12]([CH3:17])([CH3:16])[C:13]([OH:15])=O)[C:2]1[CH:7]=[CH:6][CH:5]=[CH:4][CH:3]=1.[NH2:19][C@@H:20]([CH2:43][C:44]1[CH:49]=[CH:48][C:47]([O:50][C:51]([CH3:54])([CH3:53])[CH3:52])=[CH:46][CH:45]=1)[C:21]([N:23]([CH2:35][CH:36]([O:40][CH2:41][CH3:42])[O:37][CH2:38][CH3:39])[CH2:24][C:25]1[CH:26]=[CH:27][CH:28]=[C:29]2[C:34]=1[N:33]=[CH:32][CH:31]=[CH:30]2)=[O:22]. (7) Given the product [O:13]=[C:12]1[CH2:24][N:25]([S:34]([C:31]2[CH:32]=[CH:33][C:28]([CH3:38])=[CH:29][CH:30]=2)(=[O:36])=[O:35])[CH:16]([CH2:17][C:18]([O:20][CH2:21][CH3:22])=[O:19])[CH2:15][NH:14]1, predict the reactants needed to synthesize it. The reactants are: C(OC(C[C:12]([NH:14][CH2:15][C:16](=O)[CH2:17][C:18]([O:20][CH2:21][CH3:22])=[O:19])=[O:13])=O)C1C=CC=CC=1.[C:24]([BH3-])#[N:25].[Na+].[C:28]1([CH3:38])[CH:33]=[CH:32][C:31]([S:34](Cl)(=[O:36])=[O:35])=[CH:30][CH:29]=1.C(=O)([O-])[O-].[Na+].[Na+]. (8) Given the product [C:1]([O:5][C:6]([N:8]1[CH2:9][CH2:10][CH:11]([C:14](=[O:16])[NH:32][C:23]2[CH:24]=[CH:25][C:26]([C:28]([F:29])([F:30])[F:31])=[CH:27][C:22]=2[Br:21])[CH2:12][CH2:13]1)=[O:7])([CH3:2])([CH3:3])[CH3:4], predict the reactants needed to synthesize it. The reactants are: [C:1]([O:5][C:6]([N:8]1[CH2:13][CH2:12][CH:11]([C:14]([OH:16])=O)[CH2:10][CH2:9]1)=[O:7])([CH3:4])([CH3:3])[CH3:2].S(Cl)(Cl)=O.[Br:21][C:22]1[CH:27]=[C:26]([C:28]([F:31])([F:30])[F:29])[CH:25]=[CH:24][C:23]=1[NH2:32].C(N(CC)CC)C.